Dataset: Catalyst prediction with 721,799 reactions and 888 catalyst types from USPTO. Task: Predict which catalyst facilitates the given reaction. (1) The catalyst class is: 38. Reactant: [OH:1][C:2]1[CH:9]=[CH:8][C:5]([CH:6]=[O:7])=[C:4]([O:10][CH3:11])[CH:3]=1.Br[CH2:13][CH2:14][CH2:15][CH3:16].P([O-])(O)(O)=[O:18].[Na+].S(=O)(=O)(O)O.Cl([O-])=O.[Na+].S([O-])([O-])=O.[Na+].[Na+].[ClH:38]. Product: [CH2:13]([O:1][C:2]1[C:9]([Cl:38])=[CH:8][C:5]([C:6]([OH:18])=[O:7])=[C:4]([O:10][CH3:11])[CH:3]=1)[CH2:14][CH2:15][CH3:16]. (2) Reactant: C1CCN2C(=NCCC2)CC1.[CH2:12]([CH:14]([CH2:27][CH3:28])[CH2:15][O:16][C:17](=[O:26])[C:18]1[CH:23]=[CH:22][C:21]([CH2:24]Br)=[CH:20][CH:19]=1)[CH3:13].[CH3:29][O:30][C:31]1[CH:45]=[C:44]([O:46][CH3:47])[CH:43]=[CH:42][C:32]=1[CH2:33][N:34]1[C:38](=[O:39])[CH2:37][NH:36][S:35]1(=[O:41])=[O:40]. Product: [CH2:12]([CH:14]([CH2:27][CH3:28])[CH2:15][O:16][C:17](=[O:26])[C:18]1[CH:23]=[CH:22][C:21]([CH2:24][N:36]2[CH2:37][C:38](=[O:39])[N:34]([CH2:33][C:32]3[CH:42]=[CH:43][C:44]([O:46][CH3:47])=[CH:45][C:31]=3[O:30][CH3:29])[S:35]2(=[O:40])=[O:41])=[CH:20][CH:19]=1)[CH3:13]. The catalyst class is: 2. (3) Reactant: [CH3:1][C:2]1([C:7]23[CH2:14][CH:13]4[CH2:15][C:9]([CH2:16][N:17]5[CH2:21][CH2:20][CH2:19][S:18]5(=[O:23])=[O:22])([CH2:10][CH:11]2[CH2:12]4)[CH2:8]3)OCC[O:3]1.C1(C)C=CC(S(O)(=O)=O)=CC=1. Product: [O:22]=[S:18]1(=[O:23])[CH2:19][CH2:20][CH2:21][N:17]1[CH2:16][C:9]12[CH2:15][CH:13]3[CH2:12][CH:11]([CH2:10]1)[C:7]([C:2](=[O:3])[CH3:1])([CH2:14]3)[CH2:8]2. The catalyst class is: 692. (4) Reactant: [CH:1]1([N:6]2[C:11]3=[N:12][C:13]([NH:16][C:17]4[CH:22]=[CH:21][C:20]([N:23]5[CH2:28][CH2:27][CH2:26][CH:25]([OH:29])[CH2:24]5)=[CH:19][CH:18]=4)=[N:14][CH:15]=[C:10]3[CH2:9][NH:8][C:7]2=[O:30])[CH2:5][CH2:4][CH2:3][CH2:2]1.CC(C)([O-])C.[K+]. Product: [CH:1]1([N:6]2[C:11]3=[N:12][C:13]([NH:16][C:17]4[CH:18]=[CH:19][C:20]([N:23]5[CH2:28][CH2:27][CH2:26][CH:25]([OH:29])[CH2:24]5)=[CH:21][CH:22]=4)=[N:14][CH:15]=[C:10]3[CH:9]=[N:8][C:7]2=[O:30])[CH2:2][CH2:3][CH2:4][CH2:5]1. The catalyst class is: 1. (5) Reactant: Cl[C:2]1[CH:7]=[CH:6][N:5]=[C:4]([N:8]2[CH2:19][CH2:18][C:17]3[C:16]4[CH2:15][C:14]([CH3:21])([CH3:20])[CH2:13][C:12]=4[S:11][C:10]=3[C:9]2=[O:22])[C:3]=1[CH:23]=[O:24].[CH3:25][N:26]1[CH:31]=[C:30](B2OC(C)(C)C(C)(C)O2)[CH:29]=[C:28]([NH:41][C:42]2[CH:47]=[N:46][CH:45]=[CH:44][N:43]=2)[C:27]1=[O:48].[O-]P([O-])([O-])=O.[K+].[K+].[K+].O.O.O.C([O-])(=O)C.[Na+]. Product: [CH3:20][C:14]1([CH3:21])[CH2:13][C:12]2[S:11][C:10]3[C:9](=[O:22])[N:8]([C:4]4[C:3]([CH:23]=[O:24])=[C:2]([C:30]5[CH:29]=[C:28]([NH:41][C:42]6[CH:47]=[N:46][CH:45]=[CH:44][N:43]=6)[C:27](=[O:48])[N:26]([CH3:25])[CH:31]=5)[CH:7]=[CH:6][N:5]=4)[CH2:19][CH2:18][C:17]=3[C:16]=2[CH2:15]1. The catalyst class is: 712. (6) Reactant: C(OC([N:8]1[CH2:13][CH2:12][N:11]([C:14]2[CH:19]=[CH:18][CH:17]=[CH:16][CH:15]=2)[CH2:10][CH:9]1[CH3:20])=O)(C)(C)C.[ClH:21].O1CCOCC1. Product: [ClH:21].[CH3:20][CH:9]1[NH:8][CH2:13][CH2:12][N:11]([C:14]2[CH:15]=[CH:16][CH:17]=[CH:18][CH:19]=2)[CH2:10]1. The catalyst class is: 12. (7) Reactant: Cl[C:2](=[O:8])[C:3]([O:5][CH2:6][CH3:7])=[O:4].[NH2:9][C:10]1[CH:15]=[CH:14][C:13]([Br:16])=[CH:12][C:11]=1[C:17](=[O:19])[CH3:18].N1C=CC=CC=1.O. Product: [C:17]([C:11]1[CH:12]=[C:13]([Br:16])[CH:14]=[CH:15][C:10]=1[NH:9][C:2](=[O:8])[C:3]([O:5][CH2:6][CH3:7])=[O:4])(=[O:19])[CH3:18]. The catalyst class is: 4.